This data is from Forward reaction prediction with 1.9M reactions from USPTO patents (1976-2016). The task is: Predict the product of the given reaction. (1) Given the reactants [C:1]([C:3]1[CH:8]=[CH:7][C:6]([NH:9][CH:10]([C:16]2[CH:21]=[C:20]([CH:22]=[CH2:23])[CH:19]=[C:18]([O:24][CH3:25])[CH:17]=2)[C:11]([O:13][CH2:14][CH3:15])=[O:12])=[CH:5][CH:4]=1)#[N:2].C1COCC1, predict the reaction product. The product is: [C:1]([C:3]1[CH:8]=[CH:7][C:6]([NH:9][CH:10]([C:16]2[CH:17]=[C:18]([O:24][CH3:25])[CH:19]=[C:20]([CH2:22][CH3:23])[CH:21]=2)[C:11]([O:13][CH2:14][CH3:15])=[O:12])=[CH:5][CH:4]=1)#[N:2]. (2) Given the reactants [N:1]1[C:2]([C:10]2[CH:11]=[C:12]([CH:15]=[CH:16][CH:17]=2)[C:13]#[N:14])=[CH:3][N:4]2[C:9]=1[CH:8]=[CH:7][CH:6]=[N:5]2.NO.Cl.CC[N:23](CC)CC.[Cl:28][CH2:29][C:30](Cl)=[O:31], predict the reaction product. The product is: [Cl:28][CH2:29][C:30]1[O:31][N:23]=[C:13]([C:12]2[CH:11]=[C:10]([C:2]3[N:1]=[C:9]4[CH:8]=[CH:7][CH:6]=[N:5][N:4]4[CH:3]=3)[CH:17]=[CH:16][CH:15]=2)[N:14]=1. (3) Given the reactants [C:1]1([P:7](C2C=CC=CC=2)C2C=CC=CC=2)C=CC=CC=1.C([O:22][C:23](=[O:27])[CH:24](Br)C)C.C1C=C[C:31]2[C:37]([C:45]3[CH:46]=[CH:47][C:48](O)=[CH:49][CH:50]=3)([C:38]3[CH:39]=[CH:40][C:41](O)=[CH:42][CH:43]=3)OC(=O)C=2C=1.[CH:52]1[CH:57]=[CH:56][CH:55]=[CH:54][CH:53]=1, predict the reaction product. The product is: [C:52]1([C:37]([C:38]2[CH:43]=[CH:42][CH:41]=[CH:40][CH:39]=2)([C:45]2[CH:50]=[CH:49][CH:48]=[CH:47][CH:46]=2)[CH2:31][O:22][C:23]([CH:24]=[PH2:7][CH3:1])=[O:27])[CH:57]=[CH:56][CH:55]=[CH:54][CH:53]=1. (4) The product is: [NH2:31][C:27]1[C:26]([O:34][CH3:35])=[C:25]([CH:30]=[CH:29][CH:28]=1)[C:24]([NH:23][C:4]1[C:5]([CH3:22])=[CH:6][C:7]([C:9]([F:21])([C:17]([F:18])([F:19])[F:20])[C:10]([F:15])([F:16])[C:11]([F:14])([F:13])[F:12])=[CH:8][C:3]=1[CH2:1][CH3:2])=[O:36]. Given the reactants [CH2:1]([C:3]1[CH:8]=[C:7]([C:9]([F:21])([C:17]([F:20])([F:19])[F:18])[C:10]([F:16])([F:15])[C:11]([F:14])([F:13])[F:12])[CH:6]=[C:5]([CH3:22])[C:4]=1[NH:23][C:24](=[O:36])[C:25]1[CH:30]=[CH:29][CH:28]=[C:27]([N+:31]([O-])=O)[C:26]=1[O:34][CH3:35])[CH3:2].[Sn](Cl)(Cl)(Cl)Cl.Cl, predict the reaction product. (5) Given the reactants [Cl:1][C:2]1[CH:24]=[C:23]([Cl:25])[CH:22]=[CH:21][C:3]=1[CH2:4][N:5]1[C:9]([CH2:10][CH2:11][C:12](OCC)=[O:13])=[CH:8][C:7]([O:17][CH2:18][CH2:19][CH3:20])=[N:6]1.[H-].C([Al+]CC(C)C)C(C)C.[Cl-].[NH4+], predict the reaction product. The product is: [Cl:1][C:2]1[CH:24]=[C:23]([Cl:25])[CH:22]=[CH:21][C:3]=1[CH2:4][N:5]1[C:9]([CH2:10][CH2:11][CH2:12][OH:13])=[CH:8][C:7]([O:17][CH2:18][CH2:19][CH3:20])=[N:6]1. (6) Given the reactants [C:1]([C:3]1[CH:10]=[CH:9][C:6]([CH2:7]Br)=[CH:5][CH:4]=1)#[N:2].P(OCC)(OCC)[O:12]CC.O.Cl.[NH:23]1[CH2:28][CH2:27][C:26](=O)[CH2:25][CH2:24]1.[OH-].[K+], predict the reaction product. The product is: [NH:23]1[CH2:28][CH2:27][C:26](=[CH:7][C:6]2[CH:9]=[CH:10][C:3]([C:1]([NH2:2])=[O:12])=[CH:4][CH:5]=2)[CH2:25][CH2:24]1. (7) Given the reactants [NH2:1][C:2]1[N:10]=[C:9]2[N:4]([C:5]([O:13][CH3:14])=[N:6][CH:7]=[C:8]2[O:11][CH3:12])[N:3]=1.[F:15][CH:16]([F:33])[CH2:17][O:18][C:19]1[CH:24]=[CH:23][CH:22]=[C:21]([C:25]([F:28])([F:27])[F:26])[C:20]=1[S:29](Cl)(=[O:31])=[O:30].N1C=C(C)C=C(C)C=1.Cl, predict the reaction product. The product is: [F:33][CH:16]([F:15])[CH2:17][O:18][C:19]1[CH:24]=[CH:23][CH:22]=[C:21]([C:25]([F:26])([F:27])[F:28])[C:20]=1[S:29]([NH:1][C:2]1[N:10]=[C:9]2[N:4]([C:5]([O:13][CH3:14])=[N:6][CH:7]=[C:8]2[O:11][CH3:12])[N:3]=1)(=[O:30])=[O:31].